This data is from Catalyst prediction with 721,799 reactions and 888 catalyst types from USPTO. The task is: Predict which catalyst facilitates the given reaction. (1) Reactant: C([SiH2][O:6][C:7](C)(C)[C:8]1([C:13]#[C:14][C:15]2[CH:16]=[CH:17][C:18]3[N:22]=[C:21]([CH3:23])[N:20]([C:24]4[N:29]=[CH:28][N:27]=[C:26]([NH2:30])[N:25]=4)[C:19]=3[CH:31]=2)[CH2:12][CH2:11][CH2:10][CH2:9]1)(C)(C)C.CCCC[N+](CCCC)(CCCC)CCCC.[F-].O. Product: [NH2:30][C:26]1[N:27]=[CH:28][N:29]=[C:24]([N:20]2[C:19]3[CH:31]=[C:15]([C:14]#[C:13][C:8]4([CH2:7][OH:6])[CH2:9][CH2:10][CH2:11][CH2:12]4)[CH:16]=[CH:17][C:18]=3[N:22]=[C:21]2[CH3:23])[N:25]=1. The catalyst class is: 1. (2) Reactant: C1(P(C2C=CC=CC=2)C2C=CC=CC=2)C=CC=CC=1.[O:20]1[CH:24]=[CH:23][CH:22]=[C:21]1[CH2:25][OH:26].CCOC(/N=N/C(OCC)=O)=O.O[C:40]1[CH:48]=[CH:47][CH:46]=[C:45]2[C:41]=1[C:42](=[O:58])[N:43]([CH:50]1[CH2:55][CH2:54][C:53](=[O:56])[NH:52][C:51]1=[O:57])[C:44]2=[O:49]. Product: [O:57]=[C:51]1[CH:50]([N:43]2[C:44](=[O:49])[C:45]3[C:41](=[CH:40][CH:48]=[CH:47][C:46]=3[O:26][CH2:25][C:21]3[O:20][CH:24]=[CH:23][CH:22]=3)[C:42]2=[O:58])[CH2:55][CH2:54][C:53](=[O:56])[NH:52]1. The catalyst class is: 36.